The task is: Predict the product of the given reaction.. This data is from Forward reaction prediction with 1.9M reactions from USPTO patents (1976-2016). Given the reactants C(O)(C(F)(F)F)=O.[NH2:8][CH2:9][CH2:10][NH:11][C:12](=[O:32])[C:13]([O:16][C:17]1[CH:22]=[CH:21][C:20]([C:23](=[O:31])[C:24]2[CH:29]=[CH:28][C:27]([Cl:30])=[CH:26][CH:25]=2)=[CH:19][CH:18]=1)([CH3:15])[CH3:14].[C:33](O)(=[O:55])[CH2:34][CH2:35]/[CH:36]=[CH:37]\[CH2:38]/[CH:39]=[CH:40]\[CH2:41]/[CH:42]=[CH:43]\[CH2:44]/[CH:45]=[CH:46]\[CH2:47]/[CH:48]=[CH:49]\[CH2:50]/[CH:51]=[CH:52]\[CH2:53][CH3:54].CN(C(ON1N=NC2C=CC=NC1=2)=[N+](C)C)C.F[P-](F)(F)(F)(F)F.CCN(C(C)C)C(C)C, predict the reaction product. The product is: [Cl:30][C:27]1[CH:28]=[CH:29][C:24]([C:23]([C:20]2[CH:21]=[CH:22][C:17]([O:16][C:13]([CH3:15])([CH3:14])[C:12]([NH:11][CH2:10][CH2:9][NH:8][C:33](=[O:55])[CH2:34][CH2:35]/[CH:36]=[CH:37]\[CH2:38]/[CH:39]=[CH:40]\[CH2:41]/[CH:42]=[CH:43]\[CH2:44]/[CH:45]=[CH:46]\[CH2:47]/[CH:48]=[CH:49]\[CH2:50]/[CH:51]=[CH:52]\[CH2:53][CH3:54])=[O:32])=[CH:18][CH:19]=2)=[O:31])=[CH:25][CH:26]=1.